The task is: Regression. Given two drug SMILES strings and cell line genomic features, predict the synergy score measuring deviation from expected non-interaction effect.. This data is from NCI-60 drug combinations with 297,098 pairs across 59 cell lines. Drug 1: CC12CCC(CC1=CCC3C2CCC4(C3CC=C4C5=CN=CC=C5)C)O. Drug 2: C1=CN(C=N1)CC(O)(P(=O)(O)O)P(=O)(O)O. Cell line: HOP-92. Synergy scores: CSS=12.1, Synergy_ZIP=-1.97, Synergy_Bliss=-0.745, Synergy_Loewe=0.280, Synergy_HSA=0.639.